Dataset: Full USPTO retrosynthesis dataset with 1.9M reactions from patents (1976-2016). Task: Predict the reactants needed to synthesize the given product. (1) Given the product [CH2:12]([O:11][C:10]1[C:5]([C:3]([OH:4])=[O:2])=[N:6][C:7]([C:21]2[O:22][CH:23]=[CH:24][CH:25]=2)=[CH:8][C:9]=1[S:19][CH3:20])[C:13]1[CH:18]=[CH:17][CH:16]=[CH:15][CH:14]=1, predict the reactants needed to synthesize it. The reactants are: C[O:2][C:3]([C:5]1[C:10]([O:11][CH2:12][C:13]2[CH:18]=[CH:17][CH:16]=[CH:15][CH:14]=2)=[C:9]([S:19][CH3:20])[CH:8]=[C:7]([C:21]2[O:22][CH:23]=[CH:24][CH:25]=2)[N:6]=1)=[O:4].O1CCOCC1.[OH-].[Li+]. (2) Given the product [CH3:1][N:2]1[C:7]([CH3:8])=[CH:6][C:5]([OH:9])=[C:4]([C:10]([NH:16][C:17]2[N:21]=[CH:20][NH:19][N:18]=2)=[O:11])[C:3]1=[O:15], predict the reactants needed to synthesize it. The reactants are: [CH3:1][N:2]1[C:7]([CH3:8])=[CH:6][C:5]([OH:9])=[C:4]([C:10](OCC)=[O:11])[C:3]1=[O:15].[NH2:16][C:17]1[N:21]=[CH:20][NH:19][N:18]=1.BrC1C=CC=CC=1. (3) Given the product [Br-:1].[OH:11][C:8]1[CH:9]=[CH:10][C:5]([C:3](=[O:4])[CH2:2][N+:24]23[CH2:25][CH2:26][CH:27]([CH2:28][CH2:29]2)[C@@H:22]([O:21][C:19](=[O:20])[C@@H:18]([C:12]2[CH:17]=[CH:16][CH:15]=[CH:14][CH:13]=2)[NH:30][C:31]2[CH:36]=[CH:35][CH:34]=[CH:33][CH:32]=2)[CH2:23]3)=[CH:6][CH:7]=1, predict the reactants needed to synthesize it. The reactants are: [Br:1][CH2:2][C:3]([C:5]1[CH:10]=[CH:9][C:8]([OH:11])=[CH:7][CH:6]=1)=[O:4].[C:12]1([C@@H:18]([NH:30][C:31]2[CH:36]=[CH:35][CH:34]=[CH:33][CH:32]=2)[C:19]([O:21][C@@H:22]2[CH:27]3[CH2:28][CH2:29][N:24]([CH2:25][CH2:26]3)[CH2:23]2)=[O:20])[CH:17]=[CH:16][CH:15]=[CH:14][CH:13]=1. (4) Given the product [F:1][C:2]1[CH:29]=[CH:28][C:5]([CH2:6][NH:7][C:8]([C:10]2([CH2:23][CH2:24][CH2:25][CH2:26][N:36]3[CH2:35][CH2:34][N:33]([C:37]4[CH:46]=[CH:45][C:44]5[C:39](=[CH:40][CH:41]=[CH:42][CH:43]=5)[N:38]=4)[CH2:32][C@@H:31]3[CH3:30])[C:22]3[CH:21]=[CH:20][CH:19]=[CH:18][C:17]=3[C:16]3[C:11]2=[CH:12][CH:13]=[CH:14][CH:15]=3)=[O:9])=[CH:4][CH:3]=1, predict the reactants needed to synthesize it. The reactants are: [F:1][C:2]1[CH:29]=[CH:28][C:5]([CH2:6][NH:7][C:8]([C:10]2([CH2:23][CH2:24][CH2:25][CH2:26]Br)[C:22]3[CH:21]=[CH:20][CH:19]=[CH:18][C:17]=3[C:16]3[C:11]2=[CH:12][CH:13]=[CH:14][CH:15]=3)=[O:9])=[CH:4][CH:3]=1.[CH3:30][C@@H:31]1[NH:36][CH2:35][CH2:34][N:33]([C:37]2[CH:46]=[CH:45][C:44]3[C:39](=[CH:40][CH:41]=[CH:42][CH:43]=3)[N:38]=2)[CH2:32]1. (5) Given the product [CH:18]([C@@:21]1([C:27]([N:29]2[CH2:30][CH2:31][N:32]([C:35]3[CH:40]=[C:39]([C:41]([F:44])([F:42])[F:43])[CH:38]=[CH:37][N:36]=3)[CH2:33][CH2:34]2)=[O:28])[CH2:25][C@H:24]([NH:26][CH:8]2[CH2:7][CH2:6][N:5]([C:10]([O:12][CH2:13][CH3:14])=[O:11])[CH2:4][CH:3]2[O:2][CH3:1])[CH:23]=[CH:22]1)([CH3:20])[CH3:19], predict the reactants needed to synthesize it. The reactants are: [CH3:1][O:2][CH:3]1[C:8](=O)[CH2:7][CH2:6][N:5]([C:10]([O:12][CH2:13][CH3:14])=[O:11])[CH2:4]1.C(Cl)Cl.[CH:18]([C@@:21]1([C:27]([N:29]2[CH2:34][CH2:33][N:32]([C:35]3[CH:40]=[C:39]([C:41]([F:44])([F:43])[F:42])[CH:38]=[CH:37][N:36]=3)[CH2:31][CH2:30]2)=[O:28])[CH2:25][C@H:24]([NH2:26])[CH:23]=[CH:22]1)([CH3:20])[CH3:19].C(N(CC)CC)C.C(O[BH-](OC(=O)C)OC(=O)C)(=O)C.[Na+]. (6) Given the product [C:1]([C:5]1[CH:21]=[CH:20][C:8]([C:9](=[S:31])[NH:11][C:12]2[CH:17]=[CH:16][CH:15]=[C:14]([Br:18])[C:13]=2[Br:19])=[CH:7][CH:6]=1)([CH3:4])([CH3:3])[CH3:2], predict the reactants needed to synthesize it. The reactants are: [C:1]([C:5]1[CH:21]=[CH:20][C:8]([C:9]([NH:11][C:12]2[CH:17]=[CH:16][CH:15]=[C:14]([Br:18])[C:13]=2[Br:19])=O)=[CH:7][CH:6]=1)([CH3:4])([CH3:3])[CH3:2].COC1C=CC(P2(SP(C3C=CC(OC)=CC=3)(=S)S2)=[S:31])=CC=1.